This data is from Catalyst prediction with 721,799 reactions and 888 catalyst types from USPTO. The task is: Predict which catalyst facilitates the given reaction. (1) Reactant: C(OC(=O)[NH:7][CH:8]1[CH2:13][CH2:12][N:11]([C:14]2[CH:41]=[CH:40][C:17]3[N:18]([CH2:21][C:22]4[CH:27]=[CH:26][C:25]([O:28][CH2:29][C:30]5[CH:31]=[N:32][C:33]([O:36][CH3:37])=[CH:34][CH:35]=5)=[C:24]([O:38][CH3:39])[CH:23]=4)[CH:19]=[N:20][C:16]=3[CH:15]=2)[CH2:10][CH2:9]1)(C)(C)C.FC(F)(F)C(O)=O. Product: [CH3:39][O:38][C:24]1[CH:23]=[C:22]([CH:27]=[CH:26][C:25]=1[O:28][CH2:29][C:30]1[CH:31]=[N:32][C:33]([O:36][CH3:37])=[CH:34][CH:35]=1)[CH2:21][N:18]1[C:17]2[CH:40]=[CH:41][C:14]([N:11]3[CH2:12][CH2:13][CH:8]([NH2:7])[CH2:9][CH2:10]3)=[CH:15][C:16]=2[N:20]=[CH:19]1. The catalyst class is: 4. (2) Reactant: [Cl:1][C:2]1[CH:7]=[CH:6][CH:5]=[C:4]([Cl:8])[C:3]=1[C:9]1[CH:13]=[C:12]([C:14]2[CH:19]=[C:18]([NH:20][CH2:21][CH2:22][C:23]([C:25]3[CH:37]=[CH:36][C:28]([C:29]([O:31][C:32]([CH3:35])([CH3:34])[CH3:33])=[O:30])=[CH:27][CH:26]=3)=[O:24])[CH:17]=[CH:16][N:15]=2)[O:11][N:10]=1.C(N(C(C)C)CC)(C)C.[Cl:47][CH:48]([Cl:52])[C:49](Cl)=[O:50]. Product: [Cl:47][CH:48]([Cl:52])[C:49]([N:20]([CH2:21][CH2:22][C:23]([C:25]1[CH:26]=[CH:27][C:28]([C:29]([O:31][C:32]([CH3:34])([CH3:33])[CH3:35])=[O:30])=[CH:36][CH:37]=1)=[O:24])[C:18]1[CH:17]=[CH:16][N:15]=[C:14]([C:12]2[O:11][N:10]=[C:9]([C:3]3[C:2]([Cl:1])=[CH:7][CH:6]=[CH:5][C:4]=3[Cl:8])[CH:13]=2)[CH:19]=1)=[O:50]. The catalyst class is: 2. (3) Reactant: [CH3:1][O:2][C:3]1[CH:8]=[CH:7][C:6]([C:9]([C:34]2[CH:39]=[CH:38][C:37]([O:40][CH3:41])=[CH:36][CH:35]=2)([C:28]2[CH:33]=[CH:32][CH:31]=[CH:30][CH:29]=2)[O:10][C@@H:11]2[C@@H:15](OS(C)(=O)=O)[CH2:14][N:13]([C:21]([O:23][C:24]([CH3:27])([CH3:26])[CH3:25])=[O:22])[CH2:12]2)=[CH:5][CH:4]=1.[N-:42]=[N+:43]=[N-:44].[Na+].O. Product: [N:42]([C@H:15]1[C@@H:11]([O:10][C:9]([C:6]2[CH:5]=[CH:4][C:3]([O:2][CH3:1])=[CH:8][CH:7]=2)([C:34]2[CH:39]=[CH:38][C:37]([O:40][CH3:41])=[CH:36][CH:35]=2)[C:28]2[CH:29]=[CH:30][CH:31]=[CH:32][CH:33]=2)[CH2:12][N:13]([C:21]([O:23][C:24]([CH3:27])([CH3:26])[CH3:25])=[O:22])[CH2:14]1)=[N+:43]=[N-:44]. The catalyst class is: 16. (4) Reactant: [CH2:1]([O:3][C:4]1[CH:5]=[C:6]([CH:9]=[CH:10][C:11]=1[OH:12])[CH:7]=[O:8])[CH3:2].C(=O)([O-])[O-].[K+].[K+].I[CH:20]([CH3:22])[CH3:21]. Product: [CH2:1]([O:3][C:4]1[CH:5]=[C:6]([CH:9]=[CH:10][C:11]=1[O:12][CH:20]([CH3:22])[CH3:21])[CH:7]=[O:8])[CH3:2]. The catalyst class is: 9. (5) Reactant: F[C:2]1[CH:9]=[C:8]([F:10])[CH:7]=[CH:6][C:3]=1[CH:4]=[O:5].[CH3:11][S-:12].[Na+]. Product: [CH3:11][S:12][C:2]1[CH:9]=[C:8]([F:10])[CH:7]=[CH:6][C:3]=1[CH:4]=[O:5]. The catalyst class is: 691. (6) Reactant: [Br:1][C:2]1[CH:3]=[C:4]([CH:8]=[CH:9][CH:10]=1)[C:5]([OH:7])=[O:6].[CH3:11]O. Product: [Br:1][C:2]1[CH:3]=[C:4]([CH:8]=[CH:9][CH:10]=1)[C:5]([O:7][CH3:11])=[O:6]. The catalyst class is: 65. (7) Reactant: Br[C:2]1[CH:7]=[C:6]([C:8]2[N:13]=[CH:12][CH:11]=[CH:10][N:9]=2)[C:5]([NH2:14])=[C:4]([N+:15]([O-:17])=[O:16])[CH:3]=1.[B:18]1([B:18]2[O:22][C:21]([CH3:24])([CH3:23])[C:20]([CH3:26])([CH3:25])[O:19]2)[O:22][C:21]([CH3:24])([CH3:23])[C:20]([CH3:26])([CH3:25])[O:19]1.CC([O-])=O.[K+]. Product: [N+:15]([C:4]1[CH:3]=[C:2]([B:18]2[O:22][C:21]([CH3:24])([CH3:23])[C:20]([CH3:26])([CH3:25])[O:19]2)[CH:7]=[C:6]([C:8]2[N:13]=[CH:12][CH:11]=[CH:10][N:9]=2)[C:5]=1[NH2:14])([O-:17])=[O:16]. The catalyst class is: 12. (8) Reactant: C[O-].[Na+:3].[CH3:4][C:5]1[O:9][C:8]([C:10]2[CH:15]=[CH:14][CH:13]=[CH:12][CH:11]=2)=[N:7][C:6]=1[CH2:16][O:17][C:18]1[CH:38]=[CH:37][C:21]([CH2:22][O:23]/[N:24]=[C:25](/[C:31]2[CH:36]=[CH:35][CH:34]=[CH:33][CH:32]=2)\[CH2:26][CH2:27][C:28]([OH:30])=[O:29])=[CH:20][CH:19]=1. Product: [CH3:4][C:5]1[O:9][C:8]([C:10]2[CH:11]=[CH:12][CH:13]=[CH:14][CH:15]=2)=[N:7][C:6]=1[CH2:16][O:17][C:18]1[CH:38]=[CH:37][C:21]([CH2:22][O:23]/[N:24]=[C:25](/[C:31]2[CH:36]=[CH:35][CH:34]=[CH:33][CH:32]=2)\[CH2:26][CH2:27][C:28]([O-:30])=[O:29])=[CH:20][CH:19]=1.[Na+:3]. The catalyst class is: 5. (9) Reactant: [OH-].[K+].[Br:3][C:4]1[CH:9]=[C:8]([OH:10])[C:7]([Br:11])=[CH:6][C:5]=1[OH:12].Br[CH2:14][CH2:15][CH2:16][CH2:17][CH2:18][CH3:19]. Product: [Br:3][C:4]1[CH:9]=[C:8]([O:10][CH2:14][CH2:15][CH2:16][CH2:17][CH2:18][CH3:19])[C:7]([Br:11])=[CH:6][C:5]=1[O:12][CH2:8][CH2:9][CH2:4][CH2:5][CH2:6][CH3:7]. The catalyst class is: 16.